Dataset: Reaction yield outcomes from USPTO patents with 853,638 reactions. Task: Predict the reaction yield, written as a fraction of the theoretical maximum amount of product (1.0 means a 100% yield; for example, 0.34 means a 34% yield). (1) The reactants are [OH:1][CH:2]([C:19]1[CH:24]=[CH:23][CH:22]=[CH:21][CH:20]=1)[CH2:3][O:4][C:5]1[CH:18]=[CH:17][C:8]([CH2:9][CH:10]2[S:14][C:13](=[O:15])[NH:12][C:11]2=[O:16])=[CH:7][CH:6]=1.CS(C)=O.O=P12OP3(OP(OP(O3)(O1)=O)(=O)O2)=O.C(N(CC)CC)C. The catalyst is C(Cl)Cl. The product is [O:1]=[C:2]([C:19]1[CH:24]=[CH:23][CH:22]=[CH:21][CH:20]=1)[CH2:3][O:4][C:5]1[CH:18]=[CH:17][C:8]([CH2:9][CH:10]2[S:14][C:13](=[O:15])[NH:12][C:11]2=[O:16])=[CH:7][CH:6]=1. The yield is 0.400. (2) The reactants are [Br:1][C:2]1[CH:3]=[C:4]([CH:7]=[CH:8][CH:9]=1)[C:5]#[N:6].[CH3:10][C:11]1([CH3:27])[C:15]([CH3:17])([CH3:16])[O:14][B:13]([B:13]2[O:14][C:15]([CH3:17])([CH3:16])[C:11]([CH3:27])([CH3:10])[O:12]2)[O:12]1.O1CCCC1. The catalyst is C(C1C=CN=C(C2C=C(C(C)(C)C)C=CN=2)C=1)(C)(C)C. The product is [Br:1][C:2]1[CH:3]=[C:4]([CH:7]=[C:8]([B:13]2[O:14][C:15]([CH3:17])([CH3:16])[C:11]([CH3:27])([CH3:10])[O:12]2)[CH:9]=1)[C:5]#[N:6]. The yield is 0.440.